This data is from NCI-60 drug combinations with 297,098 pairs across 59 cell lines. The task is: Regression. Given two drug SMILES strings and cell line genomic features, predict the synergy score measuring deviation from expected non-interaction effect. (1) Drug 1: CN(CCCl)CCCl.Cl. Drug 2: C1C(C(OC1N2C=NC(=NC2=O)N)CO)O. Cell line: SK-MEL-28. Synergy scores: CSS=-0.496, Synergy_ZIP=0.789, Synergy_Bliss=0.0301, Synergy_Loewe=-2.43, Synergy_HSA=-2.34. (2) Drug 1: C1=CC(=CC=C1CC(C(=O)O)N)N(CCCl)CCCl.Cl. Drug 2: B(C(CC(C)C)NC(=O)C(CC1=CC=CC=C1)NC(=O)C2=NC=CN=C2)(O)O. Cell line: SW-620. Synergy scores: CSS=20.6, Synergy_ZIP=1.24, Synergy_Bliss=4.47, Synergy_Loewe=-1.83, Synergy_HSA=3.04. (3) Drug 1: C1=CC=C(C=C1)NC(=O)CCCCCCC(=O)NO. Drug 2: C1CN1C2=NC(=NC(=N2)N3CC3)N4CC4. Cell line: RPMI-8226. Synergy scores: CSS=61.3, Synergy_ZIP=-1.41, Synergy_Bliss=-1.44, Synergy_Loewe=0.102, Synergy_HSA=3.04.